Dataset: Catalyst prediction with 721,799 reactions and 888 catalyst types from USPTO. Task: Predict which catalyst facilitates the given reaction. (1) Reactant: [CH2:1]([N:3]([C:12]1[C:17]([CH3:18])=[CH:16][C:15]([CH3:19])=[CH:14][C:13]=1[CH3:20])[C:4]1[N:9]=[C:8]([OH:10])[CH:7]=[C:6]([CH3:11])[N:5]=1)[CH3:2].C(N(CC)C(C)C)(C)C.[S:30](O[S:30]([C:33]([F:36])([F:35])[F:34])(=[O:32])=[O:31])([C:33]([F:36])([F:35])[F:34])(=[O:32])=[O:31].O. Product: [CH2:1]([N:3]([C:12]1[C:17]([CH3:18])=[CH:16][C:15]([CH3:19])=[CH:14][C:13]=1[CH3:20])[C:4]1[N:9]=[C:8]([O:10][S:30]([C:33]([F:36])([F:35])[F:34])(=[O:32])=[O:31])[CH:7]=[C:6]([CH3:11])[N:5]=1)[CH3:2]. The catalyst class is: 4. (2) Reactant: C(OC(=O)[NH:10][CH2:11][C:12]1[NH:13][C:14](=[O:22])[C:15]2[CH:21]=[CH:20][CH:19]=[N:18][C:16]=2[N:17]=1)C1C=CC=CC=1.CC(OC)(C)C. Product: [NH2:10][CH2:11][C:12]1[NH:13][C:14](=[O:22])[C:15]2[CH:21]=[CH:20][CH:19]=[N:18][C:16]=2[N:17]=1. The catalyst class is: 201. (3) Reactant: [Si:1]([O:8][C@H:9]1[CH2:14][CH2:13][C@H:12]([N:15]2[C:19]3[N:20]=[CH:21][N:22]=[C:23](Cl)[C:18]=3[CH:17]=[CH:16]2)[CH2:11][CH2:10]1)([C:4]([CH3:7])([CH3:6])[CH3:5])([CH3:3])[CH3:2].N. Product: [Si:1]([O:8][C@H:9]1[CH2:10][CH2:11][C@H:12]([N:15]2[C:19]3[N:20]=[CH:21][N:22]=[CH:23][C:18]=3[CH:17]=[CH:16]2)[CH2:13][CH2:14]1)([C:4]([CH3:7])([CH3:5])[CH3:6])([CH3:2])[CH3:3]. The catalyst class is: 50. (4) Reactant: C([N:4]1[C:14]2[C:9](=[CH:10][N:11]=[CH:12][CH:13]=2)[C:7](=[O:8])[C:5]1=[O:6])C=C. Product: [NH:4]1[C:14]2[C:9](=[CH:10][N:11]=[CH:12][CH:13]=2)[C:7](=[O:8])[C:5]1=[O:6]. The catalyst class is: 11. (5) Reactant: [CH3:1][C@H:2]1[C@@:6]([CH3:8])([OH:7])[CH2:5][CH2:4][NH:3]1.[OH-].[Na+].[C:11](O[C:11]([O:13][C:14]([CH3:17])([CH3:16])[CH3:15])=[O:12])([O:13][C:14]([CH3:17])([CH3:16])[CH3:15])=[O:12].O. Product: [OH:7][C@@:6]1([CH3:8])[CH2:5][CH2:4][N:3]([C:11]([O:13][C:14]([CH3:17])([CH3:16])[CH3:15])=[O:12])[C@H:2]1[CH3:1]. The catalyst class is: 1.